Task: Predict the reactants needed to synthesize the given product.. Dataset: Full USPTO retrosynthesis dataset with 1.9M reactions from patents (1976-2016) (1) Given the product [CH2:1]([O:3][C:4]([C:5]1[CH:6]=[C:7]([C:9]2[CH:10]=[C:11]3[C:15](=[CH:16][CH:17]=2)[N:14]([CH3:18])[C:13]2[N:19]([CH3:32])[C:20](=[O:31])[C:21]([C:23]4[CH:28]=[CH:27][C:26]([Cl:29])=[CH:25][C:24]=4[Cl:30])=[CH:22][C:12]3=2)[N:43]([CH2:41][CH3:42])[N:44]=1)=[O:34])[CH3:2], predict the reactants needed to synthesize it. The reactants are: [CH2:1]([O:3][C:4](=[O:34])[C:5](=O)[CH2:6][C:7]([C:9]1[CH:10]=[C:11]2[C:15](=[CH:16][CH:17]=1)[N:14]([CH3:18])[C:13]1[N:19]([CH3:32])[C:20](=[O:31])[C:21]([C:23]3[CH:28]=[CH:27][C:26]([Cl:29])=[CH:25][C:24]=3[Cl:30])=[CH:22][C:12]2=1)=O)[CH3:2].C(O)(=O)C(O)=O.[CH2:41]([NH:43][NH2:44])[CH3:42]. (2) Given the product [Cl:35][C:32]1[CH:33]=[CH:34][C:28]2[O:27][C:26]([NH:1][CH2:2][C@@H:3]3[C@H:8]([CH3:9])[CH2:7][CH2:6][CH2:5][N:4]3[C:10]([C:12]3[C:17]([C:18]4[CH:23]=[CH:22][CH:21]=[CH:20][N:19]=4)=[CH:16][CH:15]=[C:14]([CH3:24])[N:13]=3)=[O:11])=[N:30][C:29]=2[CH:31]=1, predict the reactants needed to synthesize it. The reactants are: [NH2:1][CH2:2][C@@H:3]1[C@H:8]([CH3:9])[CH2:7][CH2:6][CH2:5][N:4]1[C:10]([C:12]1[C:17]([C:18]2[CH:23]=[CH:22][CH:21]=[CH:20][N:19]=2)=[CH:16][CH:15]=[C:14]([CH3:24])[N:13]=1)=[O:11].Cl[C:26]1[O:27][C:28]2[CH:34]=[CH:33][C:32]([Cl:35])=[CH:31][C:29]=2[N:30]=1. (3) Given the product [O:21]=[C:20]1[C:4]2[C:5]3[C:6](=[C:7]([C:11]4[CH:12]=[CH:13][CH:14]=[CH:15][CH:16]=4)[NH:8][C:9]=3[CH:10]=[C:2]([NH:1][C:30](=[O:31])[CH2:29][CH2:28][CH2:27][C:23]3[S:22][CH:26]=[CH:25][CH:24]=3)[CH:3]=2)[CH:17]=[N:18][NH:19]1, predict the reactants needed to synthesize it. The reactants are: [NH2:1][C:2]1[CH:3]=[C:4]2[C:20](=[O:21])[NH:19][N:18]=[CH:17][C:6]3=[C:7]([C:11]4[CH:16]=[CH:15][CH:14]=[CH:13][CH:12]=4)[NH:8][C:9]([CH:10]=1)=[C:5]23.[S:22]1[CH:26]=[CH:25][CH:24]=[C:23]1[CH2:27][CH2:28][CH2:29][C:30](O)=[O:31].C(N(CC)CC)C.F[P-](F)(F)(F)(F)F.N1(OC(N(C)C)=[N+](C)C)C2N=CC=CC=2N=N1. (4) Given the product [CH3:1][C:2]1[S:19][C:5]2[O:6][C:7]3[CH:15]=[CH:14][C:13]([N+:16]([O-:18])=[O:17])=[CH:12][C:8]=3[N:9]=[C:10]([N:38]3[CH2:39][CH2:40][N:35]([CH3:34])[CH2:36][CH2:37]3)[C:4]=2[CH:3]=1, predict the reactants needed to synthesize it. The reactants are: [CH3:1][C:2]1[S:19][C:5]2[O:6][C:7]3[CH:15]=[CH:14][C:13]([N+:16]([O-:18])=[O:17])=[CH:12][C:8]=3[NH:9][C:10](=O)[C:4]=2[CH:3]=1.P(Cl)(Cl)(Cl)=O.CN(C)C1C=CC=CC=1.[CH3:34][N:35]1[CH2:40][CH2:39][NH:38][CH2:37][CH2:36]1. (5) Given the product [F:25][C:22]1[CH:21]=[C:20]([C:26]#[N:27])[C:19]([C:17]2[CH:18]=[C:13]([C:9]3[N:5]4[CH:6]=[CH:7][NH:8][C:3](=[O:2])[C:4]4=[N:11][CH:10]=3)[CH:14]=[CH:15][C:16]=2[F:28])=[CH:24][CH:23]=1, predict the reactants needed to synthesize it. The reactants are: Cl.[O:2]=[C:3]1[NH:8][CH2:7][CH2:6][N:5]2[CH:9]=[CH:10][N:11]=[C:4]12.Br[C:13]1[CH:14]=[CH:15][C:16]([F:28])=[C:17]([C:19]2[C:20]([C:26]#[N:27])=[CH:21][C:22]([F:25])=[CH:23][CH:24]=2)[CH:18]=1.C([O-])(=O)C.[K+]. (6) The reactants are: [O:1]=[C:2]1[CH:7]([NH:8]C(=O)OC(C)(C)C)[CH2:6][CH2:5][CH2:4][N:3]1[C:16]1[CH:21]=[CH:20][CH:19]=[CH:18][CH:17]=1.[C:22]([OH:28])([C:24]([F:27])([F:26])[F:25])=[O:23]. Given the product [F:25][C:24]([F:27])([F:26])[C:22]([OH:28])=[O:23].[NH2:8][CH:7]1[CH2:6][CH2:5][CH2:4][N:3]([C:16]2[CH:17]=[CH:18][CH:19]=[CH:20][CH:21]=2)[C:2]1=[O:1], predict the reactants needed to synthesize it.